Dataset: Catalyst prediction with 721,799 reactions and 888 catalyst types from USPTO. Task: Predict which catalyst facilitates the given reaction. (1) Reactant: [CH3:1][O:2][C:3]1[CH:20]=[CH:19][C:6]2[CH2:7][NH:8][CH2:9][CH2:10][C@@:11]34[C@@H:16]([O:17][C:4]=1[C:5]=23)[CH2:15][C@@H:14]([OH:18])[CH:13]=[CH:12]4.I[CH2:22][CH2:23][CH2:24][CH2:25][CH2:26][C:27]([CH:29]1[CH2:38][C:37]2[C:32]3=[C:33]([CH2:39][C:40](=[O:41])[N:31]3[CH2:30]1)[CH:34]=[CH:35][CH:36]=2)=[O:28].C(N(C(C)C)C(C)C)C. Product: [OH:18][C@H:14]1[CH:13]=[CH:12][C@@:11]23[CH2:10][CH2:9][N:8]([CH2:22][CH2:23][CH2:24][CH2:25][CH2:26][C:27]([CH:29]4[CH2:38][C:37]5[C:32]6=[C:33]([CH2:39][C:40](=[O:41])[N:31]6[CH2:30]4)[CH:34]=[CH:35][CH:36]=5)=[O:28])[CH2:7][C:6]4=[C:5]2[C:4](=[C:3]([O:2][CH3:1])[CH:20]=[CH:19]4)[O:17][C@H:16]3[CH2:15]1. The catalyst class is: 22. (2) Reactant: [C:1](Cl)(=[O:5])[CH:2]([CH3:4])[CH3:3].C(N(CC)CC)C.[NH2:14][CH2:15][CH2:16][CH2:17][CH2:18][CH2:19][CH2:20][O:21][C:22]1[CH:31]=[CH:30][C:29]2[N:28]=[C:27]([NH2:32])[C:26]3[N:33]=[C:34]([CH2:39][O:40][CH2:41][CH3:42])[N:35]([CH2:36][CH2:37][CH3:38])[C:25]=3[C:24]=2[CH:23]=1.O. Product: [NH2:32][C:27]1[C:26]2[N:33]=[C:34]([CH2:39][O:40][CH2:41][CH3:42])[N:35]([CH2:36][CH2:37][CH3:38])[C:25]=2[C:24]2[CH:23]=[C:22]([O:21][CH2:20][CH2:19][CH2:18][CH2:17][CH2:16][CH2:15][NH:14][C:1](=[O:5])[CH:2]([CH3:4])[CH3:3])[CH:31]=[CH:30][C:29]=2[N:28]=1. The catalyst class is: 4.